Dataset: Reaction yield outcomes from USPTO patents with 853,638 reactions. Task: Predict the reaction yield, written as a fraction of the theoretical maximum amount of product (1.0 means a 100% yield; for example, 0.34 means a 34% yield). (1) The reactants are [CH3:1][O:2][C:3](=[O:26])[C:4]1[CH:9]=[C:8]([C:10]#[C:11][Si](C)(C)C)[C:7]([F:16])=[C:6]([F:17])[C:5]=1[NH:18][C:19]1[CH:24]=[CH:23][CH:22]=[CH:21][C:20]=1[Cl:25].[OH:27]S(O)(=O)=O. The catalyst is CC(C)=O. The product is [CH3:1][O:2][C:3](=[O:26])[C:4]1[CH:9]=[C:8]([C:10](=[O:27])[CH3:11])[C:7]([F:16])=[C:6]([F:17])[C:5]=1[NH:18][C:19]1[CH:24]=[CH:23][CH:22]=[CH:21][C:20]=1[Cl:25]. The yield is 0.730. (2) The reactants are [NH2:1][C:2]1[C:10]2[C:9]([C:11]3[CH:16]=[CH:15][C:14]([Cl:17])=[C:13]([Cl:18])[CH:12]=3)=[N:8][C:7](S(C)=O)=[N:6][C:5]=2[S:4][C:3]=1[C:22]([NH2:24])=[O:23].[NH2:25][C@H:26]([CH2:29][CH3:30])[CH2:27][OH:28]. The catalyst is CS(C)=O. The product is [CH2:29]([C@@H:26]([NH:25][C:7]1[N:8]=[C:9]([C:11]2[CH:16]=[CH:15][C:14]([Cl:17])=[C:13]([Cl:18])[CH:12]=2)[C:10]2[C:2]([NH2:1])=[C:3]([C:22]([NH2:24])=[O:23])[S:4][C:5]=2[N:6]=1)[CH2:27][OH:28])[CH3:30]. The yield is 0.0720. (3) The reactants are Cl[C:2]1[CH:7]=[N:6][NH:5][C:4](=[O:8])[CH:3]=1.[CH3:9][O:10][C:11]1[CH:16]=[CH:15][C:14](B(O)O)=[CH:13][CH:12]=1.C(=O)([O-])[O-].[Na+].[Na+]. The catalyst is C1C=CC(P(C2C=CC=CC=2)[C-]2C=CC=C2)=CC=1.C1C=CC(P(C2C=CC=CC=2)[C-]2C=CC=C2)=CC=1.Cl[Pd]Cl.[Fe+2].O1CCOCC1. The product is [CH3:9][O:10][C:11]1[CH:16]=[CH:15][C:14]([C:2]2[CH:7]=[N:6][NH:5][C:4](=[O:8])[CH:3]=2)=[CH:13][CH:12]=1. The yield is 0.930. (4) The reactants are [CH3:1][CH:2]([O:4][C:5]1[CH:6]=[C:7]([CH:25]=[C:26]([O:28][CH:29]([CH3:31])[CH3:30])[CH:27]=1)[O:8][CH2:9][C@@H:10]1[C@:19]2([CH3:20])[C@H:14]([C:15]([CH3:22])(C)[CH2:16][CH2:17][CH2:18]2)[CH2:13][CH2:12][C@@:11]1([CH3:24])O)[CH3:3].Cl[Sn](Cl)(Cl)Cl.[CH2:37](Cl)Cl. No catalyst specified. The product is [CH3:24][C@@:11]12[CH2:12][CH2:13][C@@H:14]3[C@:15]([CH3:22])([CH2:16][CH2:17][CH2:18][C:19]3([CH3:20])[CH3:37])[C@H:10]1[CH2:9][O:8][C:7]1[C:25]2=[C:26]([O:28][CH:29]([CH3:30])[CH3:31])[CH:27]=[C:5]([O:4][CH:2]([CH3:3])[CH3:1])[CH:6]=1. The yield is 0.230. (5) The reactants are [Cl-].[Li+].[CH:3]([O:6][C:7]([N:9]1[CH:14]([CH2:15][CH3:16])[CH:13](C(OCC)=O)[C:12](=[O:22])[C:11]2[S:23][CH:24]=[CH:25][C:10]1=2)=[O:8])([CH3:5])[CH3:4]. The catalyst is CS(C)=O.O. The product is [CH:3]([O:6][C:7]([N:9]1[CH:14]([CH2:15][CH3:16])[CH2:13][C:12](=[O:22])[C:11]2[S:23][CH:24]=[CH:25][C:10]1=2)=[O:8])([CH3:4])[CH3:5]. The yield is 0.580. (6) The reactants are [N:1]12[CH2:8][CH2:7][C:4]([C:9]([C:17]3[CH:22]=[CH:21][CH:20]=[CH:19][CH:18]=3)([C:11]3[CH:16]=[CH:15][CH:14]=[CH:13][CH:12]=3)[OH:10])([CH2:5][CH2:6]1)[CH2:3][CH2:2]2.[Br:23][CH2:24][CH2:25][O:26][CH2:27][C:28]1[CH:37]=[CH:36][C:35]2[C:30](=[CH:31][CH:32]=[CH:33][CH:34]=2)[CH:29]=1. The catalyst is CC#N.C(Cl)(Cl)Cl. The product is [Br-:23].[OH:10][C:9]([C:17]1[CH:22]=[CH:21][CH:20]=[CH:19][CH:18]=1)([C:11]1[CH:12]=[CH:13][CH:14]=[CH:15][CH:16]=1)[C:4]12[CH2:5][CH2:6][N+:1]([CH2:24][CH2:25][O:26][CH2:27][C:28]3[CH:37]=[CH:36][C:35]4[C:30](=[CH:31][CH:32]=[CH:33][CH:34]=4)[CH:29]=3)([CH2:2][CH2:3]1)[CH2:8][CH2:7]2. The yield is 0.840. (7) The reactants are [N:1]1[C:10]2[CH:9]=[CH:8][CH:7]=[C:6]([OH:11])[C:5]=2[CH:4]=[CH:3][CH:2]=1.C([O-])([O-])=O.[K+].[K+].I[CH:19]([CH3:21])[CH3:20]. The catalyst is CN(C=O)C. The product is [CH:19]([O:11][C:6]1[CH:7]=[CH:8][CH:9]=[C:10]2[C:5]=1[CH:4]=[CH:3][CH:2]=[N:1]2)([CH3:21])[CH3:20]. The yield is 0.910. (8) The reactants are O[CH2:2][CH2:3][N:4]1[CH2:9][CH2:8][CH2:7][C@@H:6]([NH:10][C:11](=[O:17])[O:12][C:13]([CH3:16])([CH3:15])[CH3:14])[CH2:5]1.N1C=CN=C1.[I:23]I. The catalyst is C(Cl)Cl. The product is [I:23][CH2:2][CH2:3][N:4]1[CH2:9][CH2:8][CH2:7][C@@H:6]([NH:10][C:11](=[O:17])[O:12][C:13]([CH3:16])([CH3:15])[CH3:14])[CH2:5]1. The yield is 0.790.